Dataset: Reaction yield outcomes from USPTO patents with 853,638 reactions. Task: Predict the reaction yield, written as a fraction of the theoretical maximum amount of product (1.0 means a 100% yield; for example, 0.34 means a 34% yield). (1) The reactants are C([Li])CCC.[CH3:6][C:7]1[S:8][CH:9]=[CH:10][C:11]=1[CH3:12].[CH:13](=[O:20])[C:14]1[CH:19]=[CH:18][CH:17]=[CH:16][CH:15]=1.[Cl-].[NH4+]. The catalyst is C1COCC1. The product is [CH3:12][C:11]1[CH:10]=[C:9]([CH:13]([C:14]2[CH:19]=[CH:18][CH:17]=[CH:16][CH:15]=2)[OH:20])[S:8][C:7]=1[CH3:6]. The yield is 0.800. (2) The reactants are [F:1][CH2:2][C:3]1([CH2:20][F:21])[O:8][CH2:7][CH:6]([CH2:9][O:10][C:11]2[CH:16]=[CH:15][N+:14]([O-])=[C:13]([CH3:18])[C:12]=2[CH3:19])[CH2:5][O:4]1.C(OC(=O)C)(=[O:24])C. No catalyst specified. The product is [F:1][CH2:2][C:3]1([CH2:20][F:21])[O:8][CH2:7][CH:6]([CH2:9][O:10][C:11]2[CH:16]=[CH:15][N:14]=[C:13]([CH2:18][OH:24])[C:12]=2[CH3:19])[CH2:5][O:4]1. The yield is 0.236. (3) The reactants are [ClH:1].C(OC(=O)[NH:8][C@H:9]([C:13](=[O:56])[NH:14][CH2:15][C:16](=[O:55])[NH:17][CH2:18][C:19]1[CH:24]=[CH:23][C:22]([F:25])=[C:21]([CH:26]2[CH2:31][CH2:30][N:29]([C:32]([C:34]3[C:42]4[C:37](=[CH:38][CH:39]=[CH:40][C:41]=4[C:43]([N:45]4[CH2:50][CH2:49][O:48][CH2:47][CH2:46]4)=[O:44])[N:36]([CH2:51][CH2:52][O:53][CH3:54])[CH:35]=3)=[O:33])[CH2:28][CH2:27]2)[CH:20]=1)[CH:10]([CH3:12])[CH3:11])(C)(C)C. The catalyst is O1CCOCC1. The product is [ClH:1].[NH2:8][C@@H:9]([CH:10]([CH3:12])[CH3:11])[C:13]([NH:14][CH2:15][C:16](=[O:55])[NH:17][CH2:18][C:19]1[CH:24]=[CH:23][C:22]([F:25])=[C:21]([CH:26]2[CH2:31][CH2:30][N:29]([C:32]([C:34]3[C:42]4[C:37](=[CH:38][CH:39]=[CH:40][C:41]=4[C:43]([N:45]4[CH2:46][CH2:47][O:48][CH2:49][CH2:50]4)=[O:44])[N:36]([CH2:51][CH2:52][O:53][CH3:54])[CH:35]=3)=[O:33])[CH2:28][CH2:27]2)[CH:20]=1)=[O:56]. The yield is 0.990.